Dataset: NCI-60 drug combinations with 297,098 pairs across 59 cell lines. Task: Regression. Given two drug SMILES strings and cell line genomic features, predict the synergy score measuring deviation from expected non-interaction effect. (1) Drug 1: CC1C(C(CC(O1)OC2CC(CC3=C2C(=C4C(=C3O)C(=O)C5=C(C4=O)C(=CC=C5)OC)O)(C(=O)C)O)N)O.Cl. Drug 2: CC(C)CN1C=NC2=C1C3=CC=CC=C3N=C2N. Cell line: A549. Synergy scores: CSS=25.2, Synergy_ZIP=2.54, Synergy_Bliss=1.19, Synergy_Loewe=-24.3, Synergy_HSA=-0.222. (2) Drug 1: CC1=C2C(C(=O)C3(C(CC4C(C3C(C(C2(C)C)(CC1OC(=O)C(C(C5=CC=CC=C5)NC(=O)OC(C)(C)C)O)O)OC(=O)C6=CC=CC=C6)(CO4)OC(=O)C)OC)C)OC. Drug 2: CC12CCC3C(C1CCC2O)C(CC4=C3C=CC(=C4)O)CCCCCCCCCS(=O)CCCC(C(F)(F)F)(F)F. Cell line: SR. Synergy scores: CSS=86.2, Synergy_ZIP=12.8, Synergy_Bliss=13.1, Synergy_Loewe=-11.2, Synergy_HSA=12.5. (3) Cell line: HCT-15. Drug 1: CC1CCC2CC(C(=CC=CC=CC(CC(C(=O)C(C(C(=CC(C(=O)CC(OC(=O)C3CCCCN3C(=O)C(=O)C1(O2)O)C(C)CC4CCC(C(C4)OC)OCCO)C)C)O)OC)C)C)C)OC. Drug 2: CN(CC1=CN=C2C(=N1)C(=NC(=N2)N)N)C3=CC=C(C=C3)C(=O)NC(CCC(=O)O)C(=O)O. Synergy scores: CSS=55.0, Synergy_ZIP=-1.13, Synergy_Bliss=-2.06, Synergy_Loewe=-25.1, Synergy_HSA=-2.27.